Dataset: Full USPTO retrosynthesis dataset with 1.9M reactions from patents (1976-2016). Task: Predict the reactants needed to synthesize the given product. (1) Given the product [N:9]1([C:3]2[S:4][CH2:5][C:6](=[O:8])[N:7]=2)[CH2:15][CH2:14][CH2:13][NH:12][CH2:11][CH2:10]1, predict the reactants needed to synthesize it. The reactants are: CS[C:3]1[S:4][CH2:5][C:6](=[O:8])[N:7]=1.[NH:9]1[CH2:15][CH2:14][CH2:13][NH:12][CH2:11][CH2:10]1. (2) Given the product [Cl:1][C:2]1[CH:3]=[C:4]([NH:9][C:17](=[O:19])[CH3:18])[CH:5]=[N:6][C:7]=1[Cl:8], predict the reactants needed to synthesize it. The reactants are: [Cl:1][C:2]1[CH:3]=[C:4]([NH2:9])[CH:5]=[N:6][C:7]=1[Cl:8].C(N(CC)CC)C.[C:17](Cl)(=[O:19])[CH3:18]. (3) Given the product [CH3:1][O:2][C:3](=[O:12])[C:4]1[CH:9]=[CH:8][C:7]([CH2:10][NH:23][C@H:20]2[CH2:21][CH2:22][C@H:17]([C:13]([CH3:16])([CH3:15])[CH3:14])[CH2:18][CH2:19]2)=[CH:6][CH:5]=1, predict the reactants needed to synthesize it. The reactants are: [CH3:1][O:2][C:3](=[O:12])[C:4]1[CH:9]=[CH:8][C:7]([CH:10]=O)=[CH:6][CH:5]=1.[C:13]([CH:17]1[CH2:22][CH2:21][CH:20]([NH2:23])[CH2:19][CH2:18]1)([CH3:16])([CH3:15])[CH3:14]. (4) The reactants are: [F:1][C:2]([F:14])([F:13])[O:3][C:4]1[CH:9]=[CH:8][C:7](B(O)O)=[CH:6][CH:5]=1.FC(F)(F)S(O[C:21]1[CH:22]=[C:23]([C@H:27]2[CH2:31][C:30]3([CH2:36][CH2:35][N:34]([C:37]([O:39][C:40]([CH3:43])([CH3:42])[CH3:41])=[O:38])[CH2:33][CH2:32]3)[O:29][CH2:28]2)[CH:24]=[CH:25][CH:26]=1)(=O)=O.C1(C)C=CC=CC=1.C(=O)([O-])[O-].[Cs+].[Cs+]. Given the product [F:1][C:2]([F:14])([F:13])[O:3][C:4]1[CH:9]=[CH:8][C:7]([C:25]2[CH:26]=[CH:21][CH:22]=[C:23]([C@H:27]3[CH2:31][C:30]4([CH2:32][CH2:33][N:34]([C:37]([O:39][C:40]([CH3:43])([CH3:42])[CH3:41])=[O:38])[CH2:35][CH2:36]4)[O:29][CH2:28]3)[CH:24]=2)=[CH:6][CH:5]=1, predict the reactants needed to synthesize it. (5) The reactants are: [F-].[K+].C[Si](C)(C)[C:5]([F:8])([F:7])[F:6].[Cl:11][C:12]1[C:21]2[C:16](=[CH:17][CH:18]=[C:19](I)[CH:20]=2)[CH:15]=[CH:14][N:13]=1. Given the product [Cl:11][C:12]1[C:21]2[C:16](=[CH:17][CH:18]=[C:19]([C:5]([F:8])([F:7])[F:6])[CH:20]=2)[CH:15]=[CH:14][N:13]=1, predict the reactants needed to synthesize it. (6) The reactants are: CO[CH:3](OC)[CH2:4]Br.Cl.C(=O)(O)[O-].[Na+].[CH3:14][O:15][C:16](=[O:27])[CH:17]=[C:18]([C:20]1[CH:21]=[N:22][C:23]([NH2:26])=[CH:24][CH:25]=1)[CH3:19]. Given the product [CH3:14][O:15][C:16](=[O:27])[CH:17]=[C:18]([C:20]1[CH:25]=[CH:24][C:23]2[N:22]([CH:3]=[CH:4][N:26]=2)[CH:21]=1)[CH3:19], predict the reactants needed to synthesize it. (7) Given the product [NH2:1][CH2:2][C@H:3]([NH:10][C:11](=[O:24])[C:12]1[CH:17]=[CH:16][C:15]([C:18]2[CH:19]=[CH:20][N:21]=[CH:22][CH:23]=2)=[CH:14][CH:13]=1)[C:4]1[CH:9]=[CH:8][CH:7]=[CH:6][CH:5]=1, predict the reactants needed to synthesize it. The reactants are: [NH2:1][CH2:2][CH:3]([NH:10][C:11](=[O:24])[C:12]1[CH:17]=[CH:16][C:15]([C:18]2[CH:23]=[CH:22][N:21]=[CH:20][CH:19]=2)=[CH:14][CH:13]=1)[C:4]1[CH:9]=[CH:8][CH:7]=[CH:6][CH:5]=1.